From a dataset of Full USPTO retrosynthesis dataset with 1.9M reactions from patents (1976-2016). Predict the reactants needed to synthesize the given product. Given the product [CH3:33][N:32]1[C:28]([CH:24]2[CH2:23][N:22]([CH2:35][C:36]#[N:37])[CH2:21][C:20]3[CH:19]=[CH:18][C:17]([NH:6][C:5]4[CH:7]=[CH:8][C:9]([N:10]5[CH:14]=[C:13]([CH3:15])[N:12]=[CH:11]5)=[C:3]([O:2][CH3:1])[CH:4]=4)=[N:27][C:26]=3[O:25]2)=[CH:29][C:30]([CH3:34])=[N:31]1, predict the reactants needed to synthesize it. The reactants are: [CH3:1][O:2][C:3]1[CH:4]=[C:5]([CH:7]=[CH:8][C:9]=1[N:10]1[CH:14]=[C:13]([CH3:15])[N:12]=[CH:11]1)[NH2:6].Cl[C:17]1[CH:18]=[CH:19][C:20]2[CH2:21][N:22]([CH2:35][C:36]#[N:37])[CH2:23][CH:24]([C:28]3[N:32]([CH3:33])[N:31]=[C:30]([CH3:34])[CH:29]=3)[O:25][C:26]=2[N:27]=1.